From a dataset of Catalyst prediction with 721,799 reactions and 888 catalyst types from USPTO. Predict which catalyst facilitates the given reaction. (1) Reactant: O[CH2:2][C:3]1[CH:12]=[N:11][C:10]2[N:9]3[CH2:13][CH2:14][CH2:15][C@H:8]3[C:7](=[O:16])[NH:6][C:5]=2[CH:4]=1.[Cl:17][C:18]1[CH:19]=[C:20]([CH:27]=[CH:28][C:29]=1[N:30]1[CH2:35][CH2:34][NH:33][CH2:32][CH2:31]1)[C:21]([NH:23][CH:24]1[CH2:26][CH2:25]1)=[O:22].[I-].C(C[P+](C)(C)C)#N.C(N(CC)C(C)C)(C)C. Product: [Cl:17][C:18]1[CH:19]=[C:20]([CH:27]=[CH:28][C:29]=1[N:30]1[CH2:31][CH2:32][N:33]([CH2:2][C:3]2[CH:12]=[N:11][C:10]3[N:9]4[CH2:13][CH2:14][CH2:15][C@H:8]4[C:7](=[O:16])[NH:6][C:5]=3[CH:4]=2)[CH2:34][CH2:35]1)[C:21]([NH:23][CH:24]1[CH2:26][CH2:25]1)=[O:22]. The catalyst class is: 397. (2) Reactant: [B-](F)(F)(F)F.[B-](F)(F)(F)F.C1[N+]2(CCl)CC[N+]([F:21])(CC2)C1.[Cl:22][C:23]1[CH:24]=[C:25]([F:33])[CH:26]=[C:27]2[C:31]=1[C:30](=[O:32])[CH2:29][CH2:28]2. Product: [Cl:22][C:23]1[CH:24]=[C:25]([F:33])[CH:26]=[C:27]2[C:31]=1[C:30](=[O:32])[CH:29]([F:21])[CH2:28]2. The catalyst class is: 5. (3) Reactant: [N:1]([CH2:4][C:5]1[N:10]=[CH:9][C:8]2[O:11][CH2:12][CH2:13][O:14][C:7]=2[CH:6]=1)=[N+]=[N-].[H][H]. Product: [O:14]1[C:7]2[CH:6]=[C:5]([CH2:4][NH2:1])[N:10]=[CH:9][C:8]=2[O:11][CH2:12][CH2:13]1. The catalyst class is: 43. (4) Reactant: [Cl:1][C:2]1[C:3]([N+:20]([O-])=O)=[CH:4][C:5]([O:9][CH2:10][C:11]2[C:16]([O:17][CH3:18])=[CH:15][CH:14]=[CH:13][C:12]=2[F:19])=[C:6]([OH:8])[CH:7]=1.C(=O)([O-])[O-].[K+].[K+].Br[CH2:30][C:31]([O:33][CH2:34][CH3:35])=[O:32].O. Product: [NH2:20][C:3]1[C:2]([Cl:1])=[CH:7][C:6]([O:8][CH2:30][C:31]([O:33][CH2:34][CH3:35])=[O:32])=[C:5]([O:9][CH2:10][C:11]2[C:16]([O:17][CH3:18])=[CH:15][CH:14]=[CH:13][C:12]=2[F:19])[CH:4]=1. The catalyst class is: 9. (5) Reactant: [NH3:1].[N+:2]([C:5]1[C:6](F)=[CH:7][C:8]([Cl:24])=[C:9]([CH:23]=1)[C:10]([NH:12][C@H:13]1[CH2:18][CH2:17][C@H:16]([C:19]([F:22])([F:21])[F:20])[CH2:15][CH2:14]1)=[O:11])([O-:4])=[O:3].C1COCC1. Product: [N+:2]([C:5]1[C:6]([NH2:1])=[CH:7][C:8]([Cl:24])=[C:9]([CH:23]=1)[C:10]([NH:12][C@H:13]1[CH2:18][CH2:17][C@H:16]([C:19]([F:22])([F:21])[F:20])[CH2:15][CH2:14]1)=[O:11])([O-:4])=[O:3]. The catalyst class is: 6. (6) Reactant: C([O:3][C:4](=[O:24])[C@H:5]([OH:23])[CH2:6][C@H:7]([NH2:22])[CH2:8][C:9]1[CH:14]=[CH:13][C:12]([C:15]2[CH:20]=[CH:19][CH:18]=[C:17]([Cl:21])[CH:16]=2)=[CH:11][CH:10]=1)C.[O:25]1[CH2:30][CH2:29][CH2:28][CH2:27][CH:26]1[C:31](O)=[O:32].CN(C(ON1N=NC2C=CC=NC1=2)=[N+](C)C)C.F[P-](F)(F)(F)(F)F.CCN(C(C)C)C(C)C.[Li+].[OH-]. Product: [Cl:21][C:17]1[CH:16]=[C:15]([C:12]2[CH:13]=[CH:14][C:9]([CH2:8][C@@H:7]([NH:22][C:31]([CH:26]3[CH2:27][CH2:28][CH2:29][CH2:30][O:25]3)=[O:32])[CH2:6][C@@H:5]([OH:23])[C:4]([OH:3])=[O:24])=[CH:10][CH:11]=2)[CH:20]=[CH:19][CH:18]=1. The catalyst class is: 3. (7) Reactant: [CH3:1][O:2][C:3]1[CH:4]=[C:5]2[C:10](=[CH:11][C:12]=1[O:13][CH3:14])[NH:9][CH:8]=[CH:7][C:6]2=O.O=S(Cl)[Cl:18]. Product: [Cl:18][C:6]1[C:5]2[C:10](=[CH:11][C:12]([O:13][CH3:14])=[C:3]([O:2][CH3:1])[CH:4]=2)[N:9]=[CH:8][CH:7]=1. The catalyst class is: 3.